This data is from Reaction yield outcomes from USPTO patents with 853,638 reactions. The task is: Predict the reaction yield, written as a fraction of the theoretical maximum amount of product (1.0 means a 100% yield; for example, 0.34 means a 34% yield). (1) The reactants are [CH3:1][C:2]([CH3:19])([CH3:18])[C:3]([NH:5][C:6]1[CH:7]=[N:8][C:9]([N:12]2[CH2:17][CH2:16][O:15][CH2:14][CH2:13]2)=[CH:10][CH:11]=1)=[O:4].CN(C)CCN(C)C.C([Li])CCC.[I:33]I.C(=O)=O.O.O.O.O.O.S([O-])([O-])(=O)=S.[Na+].[Na+]. The catalyst is O1CCCC1.CCCCCC.O.C(OCC)C. The product is [I:33][C:11]1[CH:10]=[C:9]([N:12]2[CH2:17][CH2:16][O:15][CH2:14][CH2:13]2)[N:8]=[CH:7][C:6]=1[NH:5][C:3](=[O:4])[C:2]([CH3:19])([CH3:18])[CH3:1]. The yield is 0.370. (2) The reactants are [C:1]([C:3]1[N:4]=[C:5]([CH:8]2[CH2:13][CH2:12][N:11]([C:14]([O:16][C:17]([CH3:20])([CH3:19])[CH3:18])=[O:15])[CH2:10][CH2:9]2)[S:6][CH:7]=1)#[CH:2].Br[C:22]1[CH:27]=[CH:26][C:25]([CH2:28][C:29]([NH:31][NH:32][C:33]([O:35][C:36]([CH3:39])([CH3:38])[CH3:37])=[O:34])=[O:30])=[CH:24][CH:23]=1.C#C. No catalyst specified. The product is [C:36]([O:35][C:33]([NH:32][NH:31][C:29]([CH2:28][C:25]1[CH:24]=[CH:23][C:22]([C:2]#[C:1][C:3]2[N:4]=[C:5]([CH:8]3[CH2:13][CH2:12][N:11]([C:14]([O:16][C:17]([CH3:20])([CH3:19])[CH3:18])=[O:15])[CH2:10][CH2:9]3)[S:6][CH:7]=2)=[CH:27][CH:26]=1)=[O:30])=[O:34])([CH3:39])([CH3:37])[CH3:38]. The yield is 0.180. (3) The reactants are [CH3:1][N:2]([CH3:23])[C:3]1[CH:8]=[C:7]([NH:9][C:10]2[CH:15]=[CH:14][C:13]([CH3:16])=[CH:12][CH:11]=2)[N:6]=[C:5]([N:17]2[CH2:22][CH2:21][NH:20][CH2:19][CH2:18]2)[N:4]=1.Cl[CH2:25][C:26]1[CH:31]=[CH:30][CH:29]=[CH:28][C:27]=1[O:32][CH3:33].C(N(CC)CC)C.C([O-])(O)=O.[Na+]. The catalyst is CN(C=O)C. The product is [CH3:33][O:32][C:27]1[CH:28]=[CH:29][CH:30]=[CH:31][C:26]=1[CH2:25][N:20]1[CH2:19][CH2:18][N:17]([C:5]2[N:4]=[C:3]([N:2]([CH3:1])[CH3:23])[CH:8]=[C:7]([NH:9][C:10]3[CH:11]=[CH:12][C:13]([CH3:16])=[CH:14][CH:15]=3)[N:6]=2)[CH2:22][CH2:21]1. The yield is 0.270. (4) The reactants are BrC[C:3]([C:5]1[NH:6][CH:7]=[CH:8][CH:9]=1)=[O:4].[Na+].[I-].[C:12]([O:20][CH2:21][CH3:22])(=[O:19])[CH2:13][C:14]([O:16][CH2:17][CH3:18])=[O:15].[H-].[Na+].[Br-].[Na+].[I-].[Cl-].[NH4+]. The catalyst is COCCOC. The product is [CH2:21]([O:20][C:12](=[O:19])[CH:13]([C:3]([C:5]1[NH:6][CH:7]=[CH:8][CH:9]=1)=[O:4])[C:14]([O:16][CH2:17][CH3:18])=[O:15])[CH3:22]. The yield is 0.790. (5) The reactants are [H-].[Na+].[CH2:3]([OH:7])[CH2:4][CH2:5][OH:6].Cl[C:9]1[CH:16]=[CH:15][C:12]([C:13]#[N:14])=[CH:11][N:10]=1.O. The catalyst is CN(C=O)C. The product is [OH:6][CH2:5][CH2:4][CH2:3][O:7][C:9]1[CH:16]=[CH:15][C:12]([C:13]#[N:14])=[CH:11][N:10]=1. The yield is 0.830.